From a dataset of KCNQ2 potassium channel screen with 302,405 compounds. Binary Classification. Given a drug SMILES string, predict its activity (active/inactive) in a high-throughput screening assay against a specified biological target. The drug is Clc1cc(C(=O)Nc2c(N3CCN(CC3)C)cccc2)c(OC)cc1. The result is 0 (inactive).